This data is from Forward reaction prediction with 1.9M reactions from USPTO patents (1976-2016). The task is: Predict the product of the given reaction. (1) Given the reactants [CH:1]1[CH:2]=[C:3]2[C:10](=[O:11])[N:9]([CH:12]3[C:18](=[O:19])[NH:17][C:15](=[O:16])[CH2:14][CH2:13]3)[CH2:8][C:4]2=[C:5]([NH2:7])[CH:6]=1.[C:20](Cl)(=[O:23])[CH2:21][CH3:22], predict the reaction product. The product is: [O:19]=[C:18]1[CH:12]([N:9]2[CH2:8][C:4]3[C:3](=[CH:2][CH:1]=[CH:6][C:5]=3[NH:7][C:20](=[O:23])[CH2:21][CH3:22])[C:10]2=[O:11])[CH2:13][CH2:14][C:15](=[O:16])[NH:17]1. (2) Given the reactants [S:1]1[C:5]2[CH:6]=[CH:7][CH:8]=[CH:9][C:4]=2[N:3]=[C:2]1[NH:10][C:11](=[O:51])[N:12]([CH2:28][CH2:29][CH2:30][CH2:31][NH:32][C:33]([CH:35]1[CH2:40][CH2:39][N:38](C(OCC2C=CC=CC=2)=O)[CH2:37][CH2:36]1)=[O:34])[CH2:13][CH2:14][CH:15]([C:22]1[CH:27]=[CH:26][CH:25]=[CH:24][CH:23]=1)[C:16]1[CH:21]=[CH:20][CH:19]=[CH:18][CH:17]=1.Br, predict the reaction product. The product is: [S:1]1[C:5]2[CH:6]=[CH:7][CH:8]=[CH:9][C:4]=2[N:3]=[C:2]1[NH:10][C:11](=[O:51])[N:12]([CH2:13][CH2:14][CH:15]([C:16]1[CH:21]=[CH:20][CH:19]=[CH:18][CH:17]=1)[C:22]1[CH:23]=[CH:24][CH:25]=[CH:26][CH:27]=1)[CH2:28][CH2:29][CH2:30][CH2:31][NH:32][C:33]([CH:35]1[CH2:36][CH2:37][NH:38][CH2:39][CH2:40]1)=[O:34]. (3) Given the reactants [SH3+].[I-].[CH2:3]([O:10][C:11]([NH:13][C@H:14]([C:20](=[O:37])[NH:21][C@H:22]1[CH2:31][CH2:30][C:25]2([O:29][CH2:28][CH2:27][O:26]2)[CH2:24][C@H:23]1[C:32]([O:34][CH2:35][CH3:36])=[O:33])[CH2:15][CH2:16][S+](C)C)=[O:12])[C:4]1[CH:9]=[CH:8][CH:7]=[CH:6][CH:5]=1.C(=O)([O-])[O-].[Cs+].[Cs+].CS(C)=O, predict the reaction product. The product is: [CH2:3]([O:10][C:11]([NH:13][C@H:14]1[CH2:15][CH2:16][N:21]([C@H:22]2[CH2:31][CH2:30][C:25]3([O:29][CH2:28][CH2:27][O:26]3)[CH2:24][C@H:23]2[C:32]([O:34][CH2:35][CH3:36])=[O:33])[C:20]1=[O:37])=[O:12])[C:4]1[CH:9]=[CH:8][CH:7]=[CH:6][CH:5]=1. (4) Given the reactants Br[C:2]1[CH:6]=[C:5]([Cl:7])[S:4][C:3]=1Cl.C([Sn](CCCC)(CCCC)[CH2:14][O:15][CH2:16][Sn](CCCC)(CCCC)CCCC)CCC.CC(C1C=C(C(C)C)C(C2C=CC=CC=2P(C2CCCCC2)C2CCCCC2)=C(C(C)C)C=1)C.[F-].[K+], predict the reaction product. The product is: [Cl:7][C:5]1[S:4][C:3]2[CH2:14][O:15][CH2:16][C:2]=2[CH:6]=1. (5) Given the reactants [N:1]1([CH2:8][CH2:9][N:10]2[CH2:15][CH2:14][CH:13]([NH:16][C:17]([C:19]3[NH:20][C:21]4[C:26]([CH:27]=3)=[C:25]([O:28][CH2:29][CH:30]3[CH2:32][CH2:31]3)[CH:24]=[CH:23][CH:22]=4)=[O:18])[CH2:12][CH2:11]2)[CH2:7]C[CH2:5][CH2:4][CH2:3][CH2:2]1.Cl.Cl.Cl.NC1CCN(CCN2CCC([OH:51])CC2)CC1, predict the reaction product. The product is: [OH:51][CH:4]1[CH2:5][CH2:7][N:1]([CH2:8][CH2:9][N:10]2[CH2:15][CH2:14][CH:13]([NH:16][C:17]([C:19]3[NH:20][C:21]4[C:26]([CH:27]=3)=[C:25]([O:28][CH2:29][CH:30]3[CH2:31][CH2:32]3)[CH:24]=[CH:23][CH:22]=4)=[O:18])[CH2:12][CH2:11]2)[CH2:2][CH2:3]1. (6) Given the reactants [CH:1]1([C@H:5]([NH:13][C:14]([C:16]2[C:25]3[C:20](=[C:21]([F:26])[CH:22]=[CH:23][CH:24]=3)[C:19](=[O:27])[N:18]([NH:28][CH2:29][CH2:30][CH3:31])[C:17]=2[CH2:32]Br)=[O:15])[C:6]2[CH:11]=[CH:10][CH:9]=[C:8]([F:12])[CH:7]=2)[CH2:4][CH2:3][CH2:2]1.[F-:34].[K+], predict the reaction product. The product is: [CH:1]1([C@H:5]([NH:13][C:14]([C:16]2[C:25]3[C:20](=[C:21]([F:26])[CH:22]=[CH:23][CH:24]=3)[C:19](=[O:27])[N:18]([NH:28][CH2:29][CH2:30][CH3:31])[C:17]=2[CH2:32][F:34])=[O:15])[C:6]2[CH:11]=[CH:10][CH:9]=[C:8]([F:12])[CH:7]=2)[CH2:4][CH2:3][CH2:2]1. (7) Given the reactants [CH2:1]([O:5][C:6]([C:8]1[N:9]=[C:10](Cl)[C:11]2[C:16]([C:17]=1[OH:18])=[CH:15][CH:14]=[CH:13][CH:12]=2)=[O:7])[CH2:2][CH2:3][CH3:4].[C:20]1([OH:26])[CH:25]=[CH:24][CH:23]=[CH:22][CH:21]=1.[OH-].[Na+], predict the reaction product. The product is: [CH2:1]([O:5][C:6]([C:8]1[N:9]=[C:10]([O:26][C:20]2[CH:25]=[CH:24][CH:23]=[CH:22][CH:21]=2)[C:11]2[C:16]([C:17]=1[OH:18])=[CH:15][CH:14]=[CH:13][CH:12]=2)=[O:7])[CH2:2][CH2:3][CH3:4]. (8) Given the reactants [CH:1]1([CH2:4][C:5]([OH:7])=[O:6])[CH2:3][CH2:2]1.S(Cl)(Cl)=O.[BrH:12].[CH3:13][CH2:14]O, predict the reaction product. The product is: [Br:12][CH:4]([CH:1]1[CH2:3][CH2:2]1)[C:5]([O:7][CH2:13][CH3:14])=[O:6].